Dataset: NCI-60 drug combinations with 297,098 pairs across 59 cell lines. Task: Regression. Given two drug SMILES strings and cell line genomic features, predict the synergy score measuring deviation from expected non-interaction effect. (1) Drug 2: CC1=CC=C(C=C1)C2=CC(=NN2C3=CC=C(C=C3)S(=O)(=O)N)C(F)(F)F. Drug 1: CCCS(=O)(=O)NC1=C(C(=C(C=C1)F)C(=O)C2=CNC3=C2C=C(C=N3)C4=CC=C(C=C4)Cl)F. Cell line: RXF 393. Synergy scores: CSS=8.33, Synergy_ZIP=-1.00, Synergy_Bliss=6.57, Synergy_Loewe=2.76, Synergy_HSA=7.33. (2) Drug 1: CC1C(C(CC(O1)OC2CC(CC3=C2C(=C4C(=C3O)C(=O)C5=C(C4=O)C(=CC=C5)OC)O)(C(=O)C)O)N)O.Cl. Drug 2: C(CC(=O)O)C(=O)CN.Cl. Cell line: SK-MEL-2. Synergy scores: CSS=9.40, Synergy_ZIP=-8.30, Synergy_Bliss=-6.33, Synergy_Loewe=-10.8, Synergy_HSA=-5.33. (3) Drug 1: C1C(C(OC1N2C=C(C(=O)NC2=O)F)CO)O. Drug 2: CCC1(CC2CC(C3=C(CCN(C2)C1)C4=CC=CC=C4N3)(C5=C(C=C6C(=C5)C78CCN9C7C(C=CC9)(C(C(C8N6C=O)(C(=O)OC)O)OC(=O)C)CC)OC)C(=O)OC)O.OS(=O)(=O)O. Cell line: NCI/ADR-RES. Synergy scores: CSS=11.9, Synergy_ZIP=-4.33, Synergy_Bliss=-1.38, Synergy_Loewe=-2.11, Synergy_HSA=-0.495.